Dataset: Catalyst prediction with 721,799 reactions and 888 catalyst types from USPTO. Task: Predict which catalyst facilitates the given reaction. (1) Reactant: [Cl:1][C:2]1[C:11]2[C:6](=[CH:7][CH:8]=[C:9]([C:12]([C:20]3[C:21]([CH3:27])=[N:22][C:23]([CH3:26])=[CH:24][CH:25]=3)([C:14]3[N:18]([CH3:19])[N:17]=[N:16][CH:15]=3)[OH:13])[CH:10]=2)[N:5]=[C:4]([O:28][CH3:29])[C:3]=1[CH2:30][C:31]1[CH:36]=[CH:35][C:34]([C:37]([F:40])([F:39])[F:38])=[CH:33][CH:32]=1.[H-].[Na+].[C:43](OC(=O)C)(=[O:45])[CH3:44]. Product: [C:43]([O:13][C:12]([C:9]1[CH:10]=[C:11]2[C:6](=[CH:7][CH:8]=1)[N:5]=[C:4]([O:28][CH3:29])[C:3]([CH2:30][C:31]1[CH:32]=[CH:33][C:34]([C:37]([F:40])([F:38])[F:39])=[CH:35][CH:36]=1)=[C:2]2[Cl:1])([C:20]1[C:21]([CH3:27])=[N:22][C:23]([CH3:26])=[CH:24][CH:25]=1)[C:14]1[N:18]([CH3:19])[N:17]=[N:16][CH:15]=1)(=[O:45])[CH3:44]. The catalyst class is: 3. (2) Reactant: [CH3:1][O:2][C:3]1[CH:8]=[C:7]([CH3:9])[C:6]([S:10]([N:13]([CH2:15][C:16]2[O:20][C:19]([C:21](OC)=[O:22])=[N:18][N:17]=2)[CH3:14])(=[O:12])=[O:11])=[C:5]([CH3:25])[CH:4]=1.[CH3:26][N:27]([CH3:43])[CH:28]1[CH2:32][CH2:31][N:30]([CH2:33][C:34]2[CH:39]=[CH:38][C:37]([CH2:40][NH:41][CH3:42])=[CH:36][CH:35]=2)[CH2:29]1.C[Al](C)C. Product: [CH3:43][N:27]([CH3:26])[CH:28]1[CH2:32][CH2:31][N:30]([CH2:33][C:34]2[CH:39]=[CH:38][C:37]([CH2:40][N:41]([CH3:42])[C:21]([C:19]3[O:20][C:16]([CH2:15][N:13]([S:10]([C:6]4[C:7]([CH3:9])=[CH:8][C:3]([O:2][CH3:1])=[CH:4][C:5]=4[CH3:25])(=[O:11])=[O:12])[CH3:14])=[N:17][N:18]=3)=[O:22])=[CH:36][CH:35]=2)[CH2:29]1. The catalyst class is: 26. (3) Reactant: [CH2:1]([O:3][C:4]1[CH:5]=[C:6]([C:13]([O:21]C)(OC)[CH2:14][CH2:15][C:16]([O-:18])=O)[CH:7]=[CH:8][C:9]=1[O:10][CH2:11][CH3:12])[CH3:2].[K+].ClC1C=C(Cl)C=C(Cl)C=1C(Cl)=O.C(N(CC)CC)C.[F:43][C:44]1[CH:49]=[CH:48][C:47]([C:50]2[C:54]([NH2:55])=[CH:53][N:52]([C:56]3[CH:61]=[CH:60][CH:59]=[CH:58][CH:57]=3)[N:51]=2)=[CH:46][CH:45]=1. Product: [CH2:1]([O:3][C:4]1[CH:5]=[C:6]([C:13](=[O:21])[CH2:14][CH2:15][C:16]([NH:55][C:54]2[C:50]([C:47]3[CH:46]=[CH:45][C:44]([F:43])=[CH:49][CH:48]=3)=[N:51][N:52]([C:56]3[CH:61]=[CH:60][CH:59]=[CH:58][CH:57]=3)[CH:53]=2)=[O:18])[CH:7]=[CH:8][C:9]=1[O:10][CH2:11][CH3:12])[CH3:2]. The catalyst class is: 20. (4) Reactant: [S:1]1[C:6]2=[CH:7][CH:8]=[CH:9][C:5]2=[CH:4][CH:3]=[C:2]1[CH:10]1[C:19]2[C:14](=[CH:15][CH:16]=[C:17]([CH3:20])[CH:18]=2)[CH2:13][CH2:12][N:11]1[CH3:21].[C:22]([OH:29])(=[O:28])/[CH:23]=[CH:24]\[C:25]([OH:27])=[O:26]. Product: [C:22]([OH:29])(=[O:28])/[CH:23]=[CH:24]\[C:25]([OH:27])=[O:26].[S:1]1[C:6]2=[CH:7][CH:8]=[CH:9][C:5]2=[CH:4][CH:3]=[C:2]1[CH:10]1[C:19]2[C:14](=[CH:15][CH:16]=[C:17]([CH3:20])[CH:18]=2)[CH2:13][CH2:12][N:11]1[CH3:21]. The catalyst class is: 8. (5) Reactant: [NH2:1][C:2]1[CH:3]=[C:4](/[CH:8]=[CH:9]/[C:10]2[CH:24]=[C:23]([NH:25][C:26]3[C:31]([Cl:32])=[CH:30][N:29]=[C:28]([Cl:33])[N:27]=3)[CH:22]=[CH:21][C:11]=2[CH2:12][NH:13][C:14](=[O:20])[O:15][C:16]([CH3:19])([CH3:18])[CH3:17])[CH:5]=[N:6][CH:7]=1.C([O-])(=O)C.[Na+]. Product: [NH2:1][C:2]1[CH:3]=[C:4]([CH2:8][CH2:9][C:10]2[CH:24]=[C:23]([NH:25][C:26]3[C:31]([Cl:32])=[CH:30][N:29]=[C:28]([Cl:33])[N:27]=3)[CH:22]=[CH:21][C:11]=2[CH2:12][NH:13][C:14](=[O:20])[O:15][C:16]([CH3:19])([CH3:18])[CH3:17])[CH:5]=[N:6][CH:7]=1. The catalyst class is: 299.